Dataset: Catalyst prediction with 721,799 reactions and 888 catalyst types from USPTO. Task: Predict which catalyst facilitates the given reaction. (1) Reactant: [Br:1][C:2]1[CH:7]=[CH:6][C:5]([OH:8])=[C:4]([O:9][CH3:10])[CH:3]=1.C([O-])([O-])=O.[K+].[K+].[CH2:17](Br)[CH:18]=[CH2:19].O. Product: [CH2:19]([O:8][C:5]1[CH:6]=[CH:7][C:2]([Br:1])=[CH:3][C:4]=1[O:9][CH3:10])[CH:18]=[CH2:17]. The catalyst class is: 3. (2) Reactant: [OH:1][C:2]1[CH:3]=[C:4]2[C:9](=[CH:10][CH:11]=1)[CH:8]=[C:7]([C:12]([OH:14])=[O:13])[CH:6]=[CH:5]2.[CH2:15](O)[CH3:16]. Product: [CH2:15]([O:13][C:12]([C:7]1[CH:6]=[CH:5][C:4]2[C:9](=[CH:10][CH:11]=[C:2]([OH:1])[CH:3]=2)[CH:8]=1)=[O:14])[CH3:16]. The catalyst class is: 65. (3) Reactant: [Cl:1][C:2]1[C:3]([F:10])=[C:4]([O:8][CH3:9])[CH:5]=[CH:6][CH:7]=1.C([Li])CCC.CN([CH:19]=[O:20])C.Cl. Product: [Cl:1][C:2]1[C:3]([F:10])=[C:4]([O:8][CH3:9])[CH:5]=[CH:6][C:7]=1[CH:19]=[O:20]. The catalyst class is: 134.